This data is from Forward reaction prediction with 1.9M reactions from USPTO patents (1976-2016). The task is: Predict the product of the given reaction. (1) Given the reactants [CH3:1][N:2]1[CH:6]=[C:5]([C:7]2[CH:8]=[C:9]([C:13]3[N:18]=[CH:17][C:16]([C:19]4[CH:20]=[N:21][N:22]([CH2:24][C:25](O)=[O:26])[CH:23]=4)=[CH:15][N:14]=3)[CH:10]=[CH:11][CH:12]=2)[CH:4]=[N:3]1.[NH:28]1[CH2:33][CH2:32][CH2:31][CH2:30][CH2:29]1.CN(C(ON1N=NC2C=CC=NC1=2)=[N+](C)C)C.F[P-](F)(F)(F)(F)F.CCN(C(C)C)C(C)C, predict the reaction product. The product is: [CH3:1][N:2]1[CH:6]=[C:5]([C:7]2[CH:8]=[C:9]([C:13]3[N:14]=[CH:15][C:16]([C:19]4[CH:20]=[N:21][N:22]([CH2:24][C:25]([N:28]5[CH2:33][CH2:32][CH2:31][CH2:30][CH2:29]5)=[O:26])[CH:23]=4)=[CH:17][N:18]=3)[CH:10]=[CH:11][CH:12]=2)[CH:4]=[N:3]1. (2) Given the reactants [CH:1]1([NH:4][C:5](=[O:24])[C:6]2[CH:11]=[CH:10][C:9]([CH3:12])=[C:8]([C:13]3[CH:14]=[C:15]4[C:20](=[CH:21][CH:22]=3)[C:19](=[O:23])[NH:18][CH:17]=[CH:16]4)[CH:7]=2)[CH2:3][CH2:2]1.[H-].[Na+].BrC[C:29]1[CH:30]=[C:31]([OH:35])[CH:32]=[CH:33][CH:34]=1.[CH3:36]N(C=O)C, predict the reaction product. The product is: [CH:1]1([NH:4][C:5](=[O:24])[C:6]2[CH:11]=[CH:10][C:9]([CH3:12])=[C:8]([C:13]3[CH:14]=[C:15]4[C:20](=[CH:21][CH:22]=3)[C:19](=[O:23])[N:18]([CH2:36][C:34]3[CH:29]=[CH:30][C:31]([OH:35])=[CH:32][CH:33]=3)[CH:17]=[CH:16]4)[CH:7]=2)[CH2:2][CH2:3]1. (3) Given the reactants [Cl:1][C:2]1[CH:18]=[CH:17][C:5]([O:6][C:7]2[CH:12]=[CH:11][CH:10]=[CH:9][C:8]=2[CH2:13][C:14]([OH:16])=O)=[C:4]([O:19][CH3:20])[CH:3]=1, predict the reaction product. The product is: [Cl:1][C:2]1[CH:3]=[C:4]([O:19][CH3:20])[C:5]2[O:6][C:7]3[CH:12]=[CH:11][CH:10]=[CH:9][C:8]=3[CH2:13][C:14](=[O:16])[C:17]=2[CH:18]=1. (4) Given the reactants C(OC([N:11]1[CH2:16][CH2:15][CH2:14][CH:13]([C:17]2[CH:22]=[CH:21][C:20]([CH3:23])=[C:19]([NH:24][CH2:25][C:26]([O:28][CH2:29][CH3:30])=[O:27])[CH:18]=2)[CH2:12]1)=O)C1C=CC=CC=1, predict the reaction product. The product is: [CH2:29]([O:28][C:26](=[O:27])[CH2:25][NH:24][C:19]1[CH:18]=[C:17]([CH:13]2[CH2:14][CH2:15][CH2:16][NH:11][CH2:12]2)[CH:22]=[CH:21][C:20]=1[CH3:23])[CH3:30]. (5) Given the reactants [C:1]1([NH:7][NH2:8])[CH:6]=[CH:5][CH:4]=[CH:3][CH:2]=1.[F:9][C:10]([F:22])([F:21])[C:11]([CH:13]=[C:14]1[CH2:18][O:17]C(C)(C)O1)=[O:12], predict the reaction product. The product is: [OH:17][CH2:18][C:14]1[CH2:13][C:11]([C:10]([F:22])([F:21])[F:9])([OH:12])[N:7]([C:1]2[CH:6]=[CH:5][CH:4]=[CH:3][CH:2]=2)[N:8]=1. (6) Given the reactants [O:1]1[CH2:6][CH2:5][CH2:4][CH2:3][CH:2]1[N:7]1[C:15]2[C:10](=[CH:11][C:12]([C:16]3[N:20]=[CH:19][N:18]([C:21]([C:34]4[CH:39]=[CH:38][CH:37]=[CH:36][CH:35]=4)([C:28]4[CH:33]=[CH:32][CH:31]=[CH:30][CH:29]=4)[C:22]4[CH:27]=[CH:26][CH:25]=[CH:24][CH:23]=4)[N:17]=3)=[CH:13][CH:14]=2)[C:9]([C:40]2[CH:41]=[C:42]([NH2:46])[CH:43]=[CH:44][CH:45]=2)=[N:8]1.[C:47](Cl)(=[O:51])[CH2:48][CH2:49][CH3:50].C(N(CC)CC)C, predict the reaction product. The product is: [O:1]1[CH2:6][CH2:5][CH2:4][CH2:3][CH:2]1[N:7]1[C:15]2[C:10](=[CH:11][C:12]([C:16]3[N:20]=[CH:19][N:18]([C:21]([C:28]4[CH:33]=[CH:32][CH:31]=[CH:30][CH:29]=4)([C:22]4[CH:27]=[CH:26][CH:25]=[CH:24][CH:23]=4)[C:34]4[CH:35]=[CH:36][CH:37]=[CH:38][CH:39]=4)[N:17]=3)=[CH:13][CH:14]=2)[C:9]([C:40]2[CH:41]=[C:42]([NH:46][C:47](=[O:51])[CH2:48][CH2:49][CH3:50])[CH:43]=[CH:44][CH:45]=2)=[N:8]1.